From a dataset of Full USPTO retrosynthesis dataset with 1.9M reactions from patents (1976-2016). Predict the reactants needed to synthesize the given product. (1) Given the product [NH2:1][C:2]1[N:3]=[CH:4][C:5]([C:8]2[C:9]([F:19])=[C:10]([C:11]([CH:14]3[CH2:15][CH2:16][CH2:17]3)=[CH:12][CH:13]=2)[O:18][C:21]2[N:26]=[C:25]([C:27]#[N:28])[CH:24]=[CH:23][N:22]=2)=[N:6][CH:7]=1, predict the reactants needed to synthesize it. The reactants are: [NH2:1][C:2]1[N:3]=[CH:4][C:5]([C:8]2[C:9]([F:19])=[C:10]([OH:18])[C:11]([CH:14]3[CH2:17][CH2:16][CH2:15]3)=[CH:12][CH:13]=2)=[N:6][CH:7]=1.Cl[C:21]1[N:26]=[C:25]([C:27]#[N:28])[CH:24]=[CH:23][N:22]=1. (2) Given the product [Br:1][C:2]1[CH:3]=[CH:4][C:5]([C@@H:8]2[CH2:10][C@H:9]2[C:11]([OH:13])=[O:12])=[CH:6][CH:7]=1, predict the reactants needed to synthesize it. The reactants are: [Br:1][C:2]1[CH:7]=[CH:6][C:5]([C@@H:8]2[CH2:10][C@H:9]2[C:11]([O:13]CC)=[O:12])=[CH:4][CH:3]=1.[OH-].[K+].O. (3) The reactants are: NC1C(C(=O)C)=CC=CN=1.C(N(CC)CC)C.C(Cl)(=O)C(C)(C)C.C([O:31][C:32]1([CH3:46])[O:37][C:36]([C:38]([CH3:41])([CH3:40])[CH3:39])=[N:35][C:34]2[N:42]=[CH:43][CH:44]=[CH:45][C:33]1=2)(=O)C(C)(C)C.Cl. Given the product [C:32]([C:33]1[C:34]([NH:35][C:36](=[O:37])[C:38]([CH3:41])([CH3:40])[CH3:39])=[N:42][CH:43]=[CH:44][CH:45]=1)(=[O:31])[CH3:46], predict the reactants needed to synthesize it. (4) Given the product [S:23]([O:1][C@H:2]1[CH2:6][N:5]([C:7]([O:9][C:10]([CH3:11])([CH3:12])[CH3:13])=[O:8])[C@H:4]([CH2:14][O:15][S:23]([C:20]2[CH:21]=[CH:22][C:17]([CH3:16])=[CH:18][CH:19]=2)(=[O:25])=[O:24])[CH2:3]1)([C:20]1[CH:21]=[CH:22][C:17]([CH3:16])=[CH:18][CH:19]=1)(=[O:25])=[O:24], predict the reactants needed to synthesize it. The reactants are: [OH:1][C@H:2]1[CH2:6][N:5]([C:7]([O:9][C:10]([CH3:13])([CH3:12])[CH3:11])=[O:8])[C@H:4]([CH2:14][OH:15])[CH2:3]1.[CH3:16][C:17]1[CH:22]=[CH:21][C:20]([S:23](Cl)(=[O:25])=[O:24])=[CH:19][CH:18]=1. (5) Given the product [Na:1].[CH2:42]([C:44]1([CH2:49][O:9][C:8]2[CH:7]=[CH:6][N:5]=[C:4]([CH2:20][S:21]([C:23]3[NH:27][C:26]4[CH:28]=[CH:29][CH:30]=[CH:31][C:25]=4[N:24]=3)=[O:22])[C:3]=2[CH3:2])[O:48][CH2:47][CH2:46][O:45]1)[CH3:43], predict the reactants needed to synthesize it. The reactants are: [Na:1].[CH3:2][C:3]1[C:4]([CH2:20][S:21]([C:23]2[NH:27][C:26]3[CH:28]=[CH:29][CH:30]=[CH:31][C:25]=3[N:24]=2)=[O:22])=[N:5][CH:6]=[CH:7][C:8]=1[O:9]CCC1(CCC)OCCO1.ClC1C=C[N+]([O-])=C(C)C=1C.[CH2:42]([C:44]1([CH2:49]O)[O:48][CH2:47][CH2:46][O:45]1)[CH3:43]. (6) Given the product [Cl:8][C:6]1[C:5]([I:16])=[CH:4][N:3]=[C:2]([NH2:1])[CH:7]=1, predict the reactants needed to synthesize it. The reactants are: [NH2:1][C:2]1[CH:7]=[C:6]([Cl:8])[CH:5]=[CH:4][N:3]=1.C1C(=O)N([I:16])C(=O)C1. (7) Given the product [NH2:1][C:2]1[C:3]([NH2:12])=[N:4][CH:5]=[C:6]([CH:11]=1)[C:7]([O:9][CH3:10])=[O:8], predict the reactants needed to synthesize it. The reactants are: [NH2:1][C:2]1[C:3]([N+:12]([O-])=O)=[N:4][CH:5]=[C:6]([CH:11]=1)[C:7]([O:9][CH3:10])=[O:8].[H][H]. (8) Given the product [Br:1][C:2]1[CH:3]=[C:4]([C:5]2[O:10][CH2:9][C:8]([CH3:12])([CH3:11])[N:7]=2)[CH:13]=[CH:14][C:15]=1[CH3:16], predict the reactants needed to synthesize it. The reactants are: [Br:1][C:2]1[CH:3]=[C:4]([CH:13]=[CH:14][C:15]=1[CH3:16])[C:5]([NH:7][C:8]([CH3:12])([CH3:11])[CH2:9][OH:10])=O.S(Cl)(Cl)=O.